This data is from Forward reaction prediction with 1.9M reactions from USPTO patents (1976-2016). The task is: Predict the product of the given reaction. Given the reactants [N:1]([CH2:4][CH2:5][CH2:6][C:7]1([C:20]2[CH:25]=[CH:24][CH:23]=[CH:22][CH:21]=2)[NH:11][N:10]=[C:9]([C:12]2[CH:17]=[C:16]([F:18])[CH:15]=[CH:14][C:13]=2[F:19])[S:8]1)=[N+:2]=[N-:3].C(N(CC)CC)C.[C:33](Cl)(=[O:38])[C:34]([CH3:37])([CH3:36])[CH3:35], predict the reaction product. The product is: [N:1]([CH2:4][CH2:5][CH2:6][C:7]1([C:20]2[CH:25]=[CH:24][CH:23]=[CH:22][CH:21]=2)[N:11]([C:33](=[O:38])[C:34]([CH3:37])([CH3:36])[CH3:35])[N:10]=[C:9]([C:12]2[CH:17]=[C:16]([F:18])[CH:15]=[CH:14][C:13]=2[F:19])[S:8]1)=[N+:2]=[N-:3].